Dataset: Full USPTO retrosynthesis dataset with 1.9M reactions from patents (1976-2016). Task: Predict the reactants needed to synthesize the given product. (1) Given the product [C:39]([OH:44])(=[O:43])[C:40]([OH:42])=[O:41].[CH2:1]([O:8][C:9]([C:11]1([N:24]([C:31](=[O:38])[C:32]2[CH:37]=[CH:36][CH:35]=[CH:34][CH:33]=2)[C:25]2[CH:30]=[CH:29][CH:28]=[CH:27][CH:26]=2)[CH2:12][CH2:13][N:14]([CH2:17][C:18]2[CH:23]=[CH:22][CH:21]=[CH:20][CH:19]=2)[CH2:15][CH2:16]1)=[O:10])[C:2]1[CH:7]=[CH:6][CH:5]=[CH:4][CH:3]=1, predict the reactants needed to synthesize it. The reactants are: [CH2:1]([O:8][C:9]([C:11]1([N:24]([C:31](=[O:38])[C:32]2[CH:37]=[CH:36][CH:35]=[CH:34][CH:33]=2)[C:25]2[CH:30]=[CH:29][CH:28]=[CH:27][CH:26]=2)[CH2:16][CH2:15][N:14]([CH2:17][C:18]2[CH:23]=[CH:22][CH:21]=[CH:20][CH:19]=2)[CH2:13][CH2:12]1)=[O:10])[C:2]1[CH:7]=[CH:6][CH:5]=[CH:4][CH:3]=1.[C:39]([OH:44])(=[O:43])[C:40]([OH:42])=[O:41]. (2) The reactants are: [NH2:1][C@H:2]1[CH2:7][CH2:6][C@H:5]([NH:8][C:9]2[CH:14]=[C:13]([C:15]3[CH:20]=[CH:19][CH:18]=[C:17]([NH:21][CH2:22][C:23]4([C:26]#[N:27])[CH2:25][CH2:24]4)[N:16]=3)[C:12]([F:28])=[CH:11][N:10]=2)[CH2:4][CH2:3]1.[CH3:29][O:30][CH2:31][C:32](=O)[CH3:33].C(O)(=O)C. Given the product [F:28][C:12]1[C:13]([C:15]2[CH:20]=[CH:19][CH:18]=[C:17]([NH:21][CH2:22][C:23]3([C:26]#[N:27])[CH2:25][CH2:24]3)[N:16]=2)=[CH:14][C:9]([NH:8][C@H:5]2[CH2:6][CH2:7][C@H:2]([NH:1][CH:32]([CH3:33])[CH2:31][O:30][CH3:29])[CH2:3][CH2:4]2)=[N:10][CH:11]=1, predict the reactants needed to synthesize it. (3) Given the product [CH2:1]([O:8][C:9]([C:11]1[CH:15]=[C:14]([Cl:36])[S:13][C:12]=1[C:16]1[CH:21]=[CH:20][C:19]([C:22]2[CH:23]=[CH:24][C:25]([C:28]3([C:31]([O:33][CH2:34][CH3:35])=[O:32])[CH2:30][CH2:29]3)=[CH:26][CH:27]=2)=[CH:18][CH:17]=1)=[O:10])[C:2]1[CH:3]=[CH:4][CH:5]=[CH:6][CH:7]=1, predict the reactants needed to synthesize it. The reactants are: [CH2:1]([O:8][C:9]([C:11]1[CH:15]=[CH:14][S:13][C:12]=1[C:16]1[CH:21]=[CH:20][C:19]([C:22]2[CH:27]=[CH:26][C:25]([C:28]3([C:31]([O:33][CH2:34][CH3:35])=[O:32])[CH2:30][CH2:29]3)=[CH:24][CH:23]=2)=[CH:18][CH:17]=1)=[O:10])[C:2]1[CH:7]=[CH:6][CH:5]=[CH:4][CH:3]=1.[Cl:36]N1C(=O)CCC1=O.O. (4) Given the product [C:1]([O:5][C:6](=[O:35])[C:7]1[CH:12]=[CH:11][C:10]([N:13]([CH:14]([C:25]2[CH:30]=[CH:29][C:28]([C:31]([CH3:34])([CH3:33])[CH3:32])=[CH:27][CH:26]=2)[C:15](=[O:24])[NH:16][C:17]2[CH:22]=[CH:21][C:20]([I:23])=[CH:19][CH:18]=2)[CH3:38])=[CH:9][CH:8]=1)([CH3:4])([CH3:3])[CH3:2], predict the reactants needed to synthesize it. The reactants are: [C:1]([O:5][C:6](=[O:35])[C:7]1[CH:12]=[CH:11][C:10]([NH:13][CH:14]([C:25]2[CH:30]=[CH:29][C:28]([C:31]([CH3:34])([CH3:33])[CH3:32])=[CH:27][CH:26]=2)[C:15](=[O:24])[NH:16][C:17]2[CH:22]=[CH:21][C:20]([I:23])=[CH:19][CH:18]=2)=[CH:9][CH:8]=1)([CH3:4])([CH3:3])[CH3:2].C=O.[C:38]([BH3-])#N.[Na+].CCOC(C)=O.